Dataset: Full USPTO retrosynthesis dataset with 1.9M reactions from patents (1976-2016). Task: Predict the reactants needed to synthesize the given product. Given the product [Cl:1][C:2]1[CH:7]=[C:6]([Cl:8])[CH:5]=[CH:4][C:3]=1[C:9]1[N:10]=[C:11](/[CH:18]=[CH:19]/[C:20]2[CH:21]=[CH:22][C:23]([O:26][CH3:27])=[CH:24][CH:25]=2)[N:12]([CH2:14][C:15]([NH:33][CH2:32][CH2:31][CH2:30][N:29]([CH3:34])[CH3:28])=[O:16])[CH:13]=1, predict the reactants needed to synthesize it. The reactants are: [Cl:1][C:2]1[CH:7]=[C:6]([Cl:8])[CH:5]=[CH:4][C:3]=1[C:9]1[N:10]=[C:11](/[CH:18]=[CH:19]/[C:20]2[CH:25]=[CH:24][C:23]([O:26][CH3:27])=[CH:22][CH:21]=2)[N:12]([CH2:14][C:15](O)=[O:16])[CH:13]=1.[CH3:28][N:29]([CH3:34])[CH2:30][CH2:31][CH2:32][NH2:33].